Dataset: Catalyst prediction with 721,799 reactions and 888 catalyst types from USPTO. Task: Predict which catalyst facilitates the given reaction. (1) Reactant: C(Cl)(=O)C(Cl)=O.[C:7]([C:11]1[NH:15][N:14]=[C:13]([C:16](O)=[O:17])[C:12]=1[N+:19]([O-:21])=[O:20])([CH3:10])([CH3:9])[CH3:8].C[N:23](C)C=O. Product: [C:7]([C:11]1[NH:15][N:14]=[C:13]([C:16]([NH2:23])=[O:17])[C:12]=1[N+:19]([O-:21])=[O:20])([CH3:10])([CH3:9])[CH3:8]. The catalyst class is: 4. (2) Reactant: [I:1]I.C(=O)([O-])[O-].[Na+].[Na+].[CH3:9][C:10]1([OH:17])[CH2:15][CH2:14][C:13](=[CH2:16])[CH2:12][CH2:11]1. Product: [I:1][CH2:16][C:13]12[O:17][C:10]([CH3:9])([CH2:15][CH2:14]1)[CH2:11][CH2:12]2. The catalyst class is: 753. (3) Reactant: [F:1][C:2]([F:9])([F:8])[C:3]([O:5]CC)=O.[Na].[Cl:11][C:12]1[CH:17]=[CH:16][C:15]([CH2:18][C:19]([O:21][CH3:22])=[O:20])=[CH:14][C:13]=1[O:23][CH3:24].Cl. Product: [Cl:11][C:12]1[CH:17]=[CH:16][C:15]([CH:18]([C:3](=[O:5])[C:2]([F:1])([F:8])[F:9])[C:19]([O:21][CH3:22])=[O:20])=[CH:14][C:13]=1[O:23][CH3:24]. The catalyst class is: 28. (4) Reactant: C([O:8][CH2:9][CH2:10][CH2:11][C:12]1[N:13]=[C:14]([CH3:24])[C:15]([C:19]([O:21][CH2:22][CH3:23])=[O:20])=[N:16][C:17]=1[OH:18])C1C=CC=CC=1. Product: [OH:18][C:17]1[N:16]=[C:15]([C:19]([O:21][CH2:22][CH3:23])=[O:20])[C:14]([CH3:24])=[N:13][C:12]=1[CH2:11][CH2:10][CH2:9][OH:8]. The catalyst class is: 421. (5) Reactant: [C:1]([CH:4]([C:12](=[O:21])[CH2:13][S:14][C:15]1[CH:20]=[CH:19][CH:18]=[CH:17][CH:16]=1)C(OC(C)(C)C)=O)(=[O:3])[CH3:2].C(OC(C)(C)C)(=O)CC(C)=O.CC(C)([O-])C.[Na+].C1(SCC(Cl)=O)C=CC=CC=1. Product: [C:15]1([S:14][CH2:13][C:12](=[O:21])[CH2:4][C:1](=[O:3])[CH3:2])[CH:20]=[CH:19][CH:18]=[CH:17][CH:16]=1. The catalyst class is: 27.